From a dataset of NCI-60 drug combinations with 297,098 pairs across 59 cell lines. Regression. Given two drug SMILES strings and cell line genomic features, predict the synergy score measuring deviation from expected non-interaction effect. (1) Drug 1: C1=CC(=CC=C1CCC2=CNC3=C2C(=O)NC(=N3)N)C(=O)NC(CCC(=O)O)C(=O)O. Drug 2: CN(C(=O)NC(C=O)C(C(C(CO)O)O)O)N=O. Cell line: OVCAR-4. Synergy scores: CSS=22.0, Synergy_ZIP=4.13, Synergy_Bliss=-0.685, Synergy_Loewe=-25.5, Synergy_HSA=-0.806. (2) Drug 1: CCCS(=O)(=O)NC1=C(C(=C(C=C1)F)C(=O)C2=CNC3=C2C=C(C=N3)C4=CC=C(C=C4)Cl)F. Drug 2: C(=O)(N)NO. Cell line: SF-295. Synergy scores: CSS=3.39, Synergy_ZIP=-2.67, Synergy_Bliss=-2.71, Synergy_Loewe=-2.13, Synergy_HSA=-2.06. (3) Drug 1: CC12CCC3C(C1CCC2=O)CC(=C)C4=CC(=O)C=CC34C. Drug 2: CC1C(C(CC(O1)OC2CC(CC3=C2C(=C4C(=C3O)C(=O)C5=CC=CC=C5C4=O)O)(C(=O)C)O)N)O. Cell line: HS 578T. Synergy scores: CSS=52.0, Synergy_ZIP=7.01, Synergy_Bliss=7.89, Synergy_Loewe=1.92, Synergy_HSA=8.41. (4) Drug 1: C1CN(CCN1C(=O)CCBr)C(=O)CCBr. Drug 2: C(CN)CNCCSP(=O)(O)O. Cell line: DU-145. Synergy scores: CSS=47.2, Synergy_ZIP=-2.50, Synergy_Bliss=-5.27, Synergy_Loewe=-30.7, Synergy_HSA=-4.21. (5) Drug 1: CC1=C(C(=CC=C1)Cl)NC(=O)C2=CN=C(S2)NC3=CC(=NC(=N3)C)N4CCN(CC4)CCO. Drug 2: CC(C)NC(=O)C1=CC=C(C=C1)CNNC.Cl. Cell line: SW-620. Synergy scores: CSS=11.5, Synergy_ZIP=4.19, Synergy_Bliss=10.7, Synergy_Loewe=8.94, Synergy_HSA=8.96. (6) Drug 1: CN1CCC(CC1)COC2=C(C=C3C(=C2)N=CN=C3NC4=C(C=C(C=C4)Br)F)OC. Drug 2: CC1=C2C(C(=O)C3(C(CC4C(C3C(C(C2(C)C)(CC1OC(=O)C(C(C5=CC=CC=C5)NC(=O)OC(C)(C)C)O)O)OC(=O)C6=CC=CC=C6)(CO4)OC(=O)C)O)C)O. Cell line: PC-3. Synergy scores: CSS=39.6, Synergy_ZIP=9.16, Synergy_Bliss=9.84, Synergy_Loewe=-4.11, Synergy_HSA=11.6.